This data is from NCI-60 drug combinations with 297,098 pairs across 59 cell lines. The task is: Regression. Given two drug SMILES strings and cell line genomic features, predict the synergy score measuring deviation from expected non-interaction effect. (1) Drug 1: CC12CCC(CC1=CCC3C2CCC4(C3CC=C4C5=CN=CC=C5)C)O. Drug 2: CC1C(C(=O)NC(C(=O)N2CCCC2C(=O)N(CC(=O)N(C(C(=O)O1)C(C)C)C)C)C(C)C)NC(=O)C3=C4C(=C(C=C3)C)OC5=C(C(=O)C(=C(C5=N4)C(=O)NC6C(OC(=O)C(N(C(=O)CN(C(=O)C7CCCN7C(=O)C(NC6=O)C(C)C)C)C)C(C)C)C)N)C. Cell line: SK-MEL-28. Synergy scores: CSS=20.2, Synergy_ZIP=23.0, Synergy_Bliss=20.4, Synergy_Loewe=17.8, Synergy_HSA=17.5. (2) Drug 1: CC1OCC2C(O1)C(C(C(O2)OC3C4COC(=O)C4C(C5=CC6=C(C=C35)OCO6)C7=CC(=C(C(=C7)OC)O)OC)O)O. Drug 2: C(=O)(N)NO. Cell line: T-47D. Synergy scores: CSS=41.1, Synergy_ZIP=5.78, Synergy_Bliss=7.99, Synergy_Loewe=-65.3, Synergy_HSA=7.00. (3) Drug 1: COC1=CC(=CC(=C1O)OC)C2C3C(COC3=O)C(C4=CC5=C(C=C24)OCO5)OC6C(C(C7C(O6)COC(O7)C8=CC=CS8)O)O. Drug 2: C1=NC2=C(N1)C(=S)N=CN2. Cell line: NCI-H322M. Synergy scores: CSS=3.04, Synergy_ZIP=-11.6, Synergy_Bliss=-24.3, Synergy_Loewe=-36.3, Synergy_HSA=-23.2. (4) Drug 1: CC1CCC2CC(C(=CC=CC=CC(CC(C(=O)C(C(C(=CC(C(=O)CC(OC(=O)C3CCCCN3C(=O)C(=O)C1(O2)O)C(C)CC4CCC(C(C4)OC)OCCO)C)C)O)OC)C)C)C)OC. Drug 2: CC1C(C(CC(O1)OC2CC(OC(C2O)C)OC3=CC4=CC5=C(C(=O)C(C(C5)C(C(=O)C(C(C)O)O)OC)OC6CC(C(C(O6)C)O)OC7CC(C(C(O7)C)O)OC8CC(C(C(O8)C)O)(C)O)C(=C4C(=C3C)O)O)O)O. Cell line: NCI-H460. Synergy scores: CSS=30.8, Synergy_ZIP=-2.75, Synergy_Bliss=0.471, Synergy_Loewe=-8.51, Synergy_HSA=0.462. (5) Cell line: LOX IMVI. Drug 2: C1CN(CCN1C(=O)CCBr)C(=O)CCBr. Drug 1: C1CCN(CC1)CCOC2=CC=C(C=C2)C(=O)C3=C(SC4=C3C=CC(=C4)O)C5=CC=C(C=C5)O. Synergy scores: CSS=17.9, Synergy_ZIP=-5.10, Synergy_Bliss=-0.869, Synergy_Loewe=0.335, Synergy_HSA=0.781. (6) Drug 1: CC1C(C(CC(O1)OC2CC(OC(C2O)C)OC3=CC4=CC5=C(C(=O)C(C(C5)C(C(=O)C(C(C)O)O)OC)OC6CC(C(C(O6)C)O)OC7CC(C(C(O7)C)O)OC8CC(C(C(O8)C)O)(C)O)C(=C4C(=C3C)O)O)O)O. Drug 2: C1=NC2=C(N1)C(=S)N=CN2. Cell line: SNB-75. Synergy scores: CSS=60.7, Synergy_ZIP=-2.44, Synergy_Bliss=2.16, Synergy_Loewe=-11.2, Synergy_HSA=1.33. (7) Drug 1: CC1C(C(CC(O1)OC2CC(CC3=C2C(=C4C(=C3O)C(=O)C5=C(C4=O)C(=CC=C5)OC)O)(C(=O)CO)O)N)O.Cl. Drug 2: CN(CC1=CN=C2C(=N1)C(=NC(=N2)N)N)C3=CC=C(C=C3)C(=O)NC(CCC(=O)O)C(=O)O. Cell line: SW-620. Synergy scores: CSS=50.0, Synergy_ZIP=-1.16, Synergy_Bliss=-0.635, Synergy_Loewe=-8.52, Synergy_HSA=0.976. (8) Synergy scores: CSS=14.2, Synergy_ZIP=-5.07, Synergy_Bliss=-1.75, Synergy_Loewe=-10.2, Synergy_HSA=-2.59. Drug 1: C1=CC=C(C=C1)NC(=O)CCCCCCC(=O)NO. Drug 2: CC12CCC3C(C1CCC2OP(=O)(O)O)CCC4=C3C=CC(=C4)OC(=O)N(CCCl)CCCl.[Na+]. Cell line: DU-145. (9) Drug 1: C1C(C(OC1N2C=NC3=C(N=C(N=C32)Cl)N)CO)O. Drug 2: CCCCC(=O)OCC(=O)C1(CC(C2=C(C1)C(=C3C(=C2O)C(=O)C4=C(C3=O)C=CC=C4OC)O)OC5CC(C(C(O5)C)O)NC(=O)C(F)(F)F)O. Cell line: PC-3. Synergy scores: CSS=53.7, Synergy_ZIP=-0.778, Synergy_Bliss=0.641, Synergy_Loewe=-3.55, Synergy_HSA=0.803. (10) Synergy scores: CSS=23.0, Synergy_ZIP=-2.66, Synergy_Bliss=5.47, Synergy_Loewe=0.538, Synergy_HSA=0.709. Cell line: SN12C. Drug 1: C#CCC(CC1=CN=C2C(=N1)C(=NC(=N2)N)N)C3=CC=C(C=C3)C(=O)NC(CCC(=O)O)C(=O)O. Drug 2: CC1=C(C(=O)C2=C(C1=O)N3CC4C(C3(C2COC(=O)N)OC)N4)N.